Task: Predict the product of the given reaction.. Dataset: Forward reaction prediction with 1.9M reactions from USPTO patents (1976-2016) (1) Given the reactants [CH:1]1([CH2:7][C:8]([OH:10])=O)[CH2:6][CH2:5][CH2:4][CH2:3][CH2:2]1.C1C=CC2N(O)N=NC=2C=1.CCN=C=NCCCN(C)C.[C:32]([O:36][C:37]([N:39]1[CH2:43][C@@H:42]([CH2:44][N:45]([CH:62]([CH3:64])[CH3:63])[C:46](=[O:61])[C:47]2[CH:52]=[CH:51][C:50]([O:53][CH3:54])=[C:49]([O:55][CH2:56][CH2:57][CH2:58][O:59][CH3:60])[CH:48]=2)[C@H:41]([NH2:65])[CH2:40]1)=[O:38])([CH3:35])([CH3:34])[CH3:33].Cl, predict the reaction product. The product is: [C:32]([O:36][C:37]([N:39]1[CH2:43][C@@H:42]([CH2:44][N:45]([CH:62]([CH3:63])[CH3:64])[C:46](=[O:61])[C:47]2[CH:52]=[CH:51][C:50]([O:53][CH3:54])=[C:49]([O:55][CH2:56][CH2:57][CH2:58][O:59][CH3:60])[CH:48]=2)[C@H:41]([NH:65][C:8](=[O:10])[CH2:7][CH:1]2[CH2:2][CH2:3][CH2:4][CH2:5][CH2:6]2)[CH2:40]1)=[O:38])([CH3:34])([CH3:35])[CH3:33]. (2) Given the reactants [F:1][CH2:2][CH2:3][O:4][CH2:5][CH2:6][O:7][C:8]1[CH:13]=[CH:12][C:11]([C:14](=[O:16])[CH3:15])=[CH:10][CH:9]=1.[N+:17]([C:20]1[CH:27]=[CH:26][C:23]([CH:24]=O)=[CH:22][CH:21]=1)([O-:19])=[O:18].[OH-].[K+], predict the reaction product. The product is: [F:1][CH2:2][CH2:3][O:4][CH2:5][CH2:6][O:7][C:8]1[CH:9]=[CH:10][C:11]([C:14](=[O:16])/[CH:15]=[CH:24]/[C:23]2[CH:26]=[CH:27][C:20]([N+:17]([O-:19])=[O:18])=[CH:21][CH:22]=2)=[CH:12][CH:13]=1.